Predict which catalyst facilitates the given reaction. From a dataset of Catalyst prediction with 721,799 reactions and 888 catalyst types from USPTO. (1) Reactant: [CH3:1][C:2]1(O)[C:22]2[C:17](=[CH:18][CH:19]=[CH:20][CH:21]=2)[C:4]2([CH2:9][CH2:8][N:7]([C:10]([O:12][C:13]([CH3:16])([CH3:15])[CH3:14])=[O:11])[CH2:6][CH2:5]2)[CH2:3]1.O.C1(C)C(S(O)(=O)=O)=CC=CC=1.[Cl-].[NH4+]. Product: [CH3:1][C:2]1[C:22]2[C:17](=[CH:18][CH:19]=[CH:20][CH:21]=2)[C:4]2([CH2:9][CH2:8][N:7]([C:10]([O:12][C:13]([CH3:14])([CH3:15])[CH3:16])=[O:11])[CH2:6][CH2:5]2)[CH:3]=1. The catalyst class is: 2. (2) Reactant: [Cl:1][C:2]1[N:3]=[C:4]2[C@@H:10]([CH2:11][CH2:12][N:13]3[CH:17]=[C:16]([C:18]([O:20]CC)=[O:19])[CH:15]=[N:14]3)[O:9][C@H:8]([C:23]3[CH:28]=[CH:27][CH:26]=[C:25]([O:29][CH3:30])[C:24]=3[O:31][CH3:32])[C:7]3[CH:33]=[C:34]([Cl:37])[CH:35]=[CH:36][C:6]=3[N:5]2[CH:38]=1.[OH-].[Na+].Cl. Product: [Cl:1][C:2]1[N:3]=[C:4]2[C@@H:10]([CH2:11][CH2:12][N:13]3[CH:17]=[C:16]([C:18]([OH:20])=[O:19])[CH:15]=[N:14]3)[O:9][C@H:8]([C:23]3[CH:28]=[CH:27][CH:26]=[C:25]([O:29][CH3:30])[C:24]=3[O:31][CH3:32])[C:7]3[CH:33]=[C:34]([Cl:37])[CH:35]=[CH:36][C:6]=3[N:5]2[CH:38]=1. The catalyst class is: 5.